Dataset: Forward reaction prediction with 1.9M reactions from USPTO patents (1976-2016). Task: Predict the product of the given reaction. (1) Given the reactants [CH3:1][O:2][C:3]([C@@H:5]1[CH2:9][CH2:8][CH2:7][NH:6]1)=[O:4].[Br:10][C:11]1[CH:12]=[N:13][CH:14]=[C:15]([CH2:17]Cl)[CH:16]=1, predict the reaction product. The product is: [CH3:1][O:2][C:3]([C@@H:5]1[CH2:9][CH2:8][CH2:7][N:6]1[CH2:17][C:15]1[CH:14]=[N:13][CH:12]=[C:11]([Br:10])[CH:16]=1)=[O:4]. (2) The product is: [CH2:32]([O:10][C:9]1[CH:8]=[CH:7][C:6]([C:11]2[O:12][CH:13]=[C:14]([CH2:16][CH2:17][C:18]([C:20]3[C:25]([CH3:26])=[CH:24][CH:23]=[CH:22][N:21]=3)=[O:19])[N:15]=2)=[CH:5][C:4]=1[O:3][CH:2]([F:1])[F:27])[CH2:31][CH:30]=[CH2:29]. Given the reactants [F:1][CH:2]([F:27])[O:3][C:4]1[CH:5]=[C:6]([C:11]2[O:12][CH:13]=[C:14]([CH2:16][CH2:17][C:18]([C:20]3[C:25]([CH3:26])=[CH:24][CH:23]=[CH:22][N:21]=3)=[O:19])[N:15]=2)[CH:7]=[CH:8][C:9]=1[OH:10].Br[CH2:29][CH2:30][CH:31]=[CH2:32], predict the reaction product. (3) Given the reactants [CH3:1][C:2]1[NH:3][C:4]2[C:9]([CH:10]=1)=[CH:8][C:7]([C:11]([O:13][CH3:14])=[O:12])=[CH:6][CH:5]=2.Br[CH2:16][C:17]1[CH:22]=[CH:21][C:20]([C:23]2[C:24]([C:29]([O:31][C:32]([CH3:35])([CH3:34])[CH3:33])=[O:30])=[CH:25][CH:26]=[CH:27][CH:28]=2)=[CH:19][CH:18]=1, predict the reaction product. The product is: [C:32]([O:31][C:29]([C:24]1[CH:25]=[CH:26][CH:27]=[CH:28][C:23]=1[C:20]1[CH:21]=[CH:22][C:17]([CH2:16][N:3]2[C:4]3[C:9](=[CH:8][C:7]([C:11]([O:13][CH3:14])=[O:12])=[CH:6][CH:5]=3)[CH:10]=[C:2]2[CH3:1])=[CH:18][CH:19]=1)=[O:30])([CH3:35])([CH3:34])[CH3:33]. (4) Given the reactants Br[C:2]1[CH:3]=[C:4]([CH:20]=[CH:21][CH:22]=1)[O:5][CH2:6][CH:7]([OH:19])[CH2:8][N:9]1[CH2:18][CH2:17][C:16]2[C:11](=[CH:12][CH:13]=[CH:14][CH:15]=2)[CH2:10]1.[CH3:23][N:24]1[C:28]2[CH:29]=[C:30](B3OC(C)(C)C(C)(C)O3)[CH:31]=[CH:32][C:27]=2[N:26]=[CH:25]1.C([O-])([O-])=O.[Cs+].[Cs+], predict the reaction product. The product is: [CH2:10]1[C:11]2[C:16](=[CH:15][CH:14]=[CH:13][CH:12]=2)[CH2:17][CH2:18][N:9]1[CH2:8][CH:7]([OH:19])[CH2:6][O:5][C:4]1[CH:20]=[CH:21][CH:22]=[C:2]([C:30]2[CH:31]=[CH:32][C:27]3[N:26]=[CH:25][N:24]([CH3:23])[C:28]=3[CH:29]=2)[CH:3]=1. (5) Given the reactants [CH3:1][NH:2][C:3]1[CH:10]=[CH:9][C:6]([O:7][CH3:8])=[CH:5][CH:4]=1.Cl[C:12]1[C:13]2[S:20][C:19]([I:21])=[CH:18][C:14]=2[N:15]=[CH:16][N:17]=1, predict the reaction product. The product is: [I:21][C:19]1[S:20][C:13]2[C:12]([N:2]([C:3]3[CH:10]=[CH:9][C:6]([O:7][CH3:8])=[CH:5][CH:4]=3)[CH3:1])=[N:17][CH:16]=[N:15][C:14]=2[CH:18]=1.